Dataset: Forward reaction prediction with 1.9M reactions from USPTO patents (1976-2016). Task: Predict the product of the given reaction. (1) Given the reactants [CH2:1]1[CH:5]2[C@@H:4]3[CH:3]=[CH:2][C@H:1]([CH:4]2[CH:3]=[CH:2]1)[CH2:5]3.[C:11]1(=[O:17])[O:16][C:14](=[O:15])[CH:13]=[CH:12]1, predict the reaction product. The product is: [CH2:4]1[CH:3]2[CH:13]3[C:14](=[O:15])[O:16][C:11](=[O:17])[CH:12]3[CH:5]1[CH:1]=[CH:2]2. (2) Given the reactants C(O[C:6]([C:8]1[N:13]=[C:12]([C:14]2[CH:19]=[N:18][CH:17]=[CH:16][N:15]=2)[C:11]2[C:20]([CH3:23])=[N:21][S:22][C:10]=2[C:9]=1[OH:24])=[O:7])CCC.[NH2:25][CH2:26][C:27]([OH:29])=[O:28], predict the reaction product. The product is: [OH:24][C:9]1[C:10]2[S:22][N:21]=[C:20]([CH3:23])[C:11]=2[C:12]([C:14]2[CH:19]=[N:18][CH:17]=[CH:16][N:15]=2)=[N:13][C:8]=1[C:6]([NH:25][CH2:26][C:27]([OH:29])=[O:28])=[O:7]. (3) The product is: [CH3:21][O:20][C:17]1[CH:18]=[C:19]2[C:14](=[CH:15][C:16]=1[O:22][CH2:23][CH2:24][O:25][CH3:26])[N:13]=[CH:12][N:11]=[C:10]2[O:8][C:4]1[CH:3]=[C:2]([CH:7]=[CH:6][CH:5]=1)[NH2:1]. Given the reactants [NH2:1][C:2]1[CH:3]=[C:4]([OH:8])[CH:5]=[CH:6][CH:7]=1.Cl[C:10]1[C:19]2[C:14](=[CH:15][C:16]([O:22][CH2:23][CH2:24][O:25][CH3:26])=[C:17]([O:20][CH3:21])[CH:18]=2)[N:13]=[CH:12][N:11]=1, predict the reaction product. (4) Given the reactants C([Mg]Br)(C)C.I[C:7]1[CH:8]=[N:9][CH:10]=[CH:11][CH:12]=1.C[O:14][C:15]1[CH2:19][CH2:18][C:17](=O)[CH:16]=1, predict the reaction product. The product is: [N:9]1[CH:10]=[CH:11][CH:12]=[C:7]([C:17]2[CH2:18][CH2:19][C:15](=[O:14])[CH:16]=2)[CH:8]=1. (5) Given the reactants C([O:3][C:4]([C:6]1([C:9]2[CH:14]=[CH:13][C:12]([C:15]3[CH:20]=[CH:19][C:18]([C:21]4[S:22][C:23]([Cl:40])=[CH:24][C:25]=4[NH:26][C:27]([O:29][C@@H:30]([C:32]4[CH:37]=[C:36]([F:38])[CH:35]=[CH:34][C:33]=4[F:39])[CH3:31])=[O:28])=[CH:17][CH:16]=3)=[CH:11][CH:10]=2)[CH2:8][CH2:7]1)=[O:5])C.[OH-].[Na+].C(OCC)(=O)C, predict the reaction product. The product is: [Cl:40][C:23]1[S:22][C:21]([C:18]2[CH:19]=[CH:20][C:15]([C:12]3[CH:13]=[CH:14][C:9]([C:6]4([C:4]([OH:5])=[O:3])[CH2:8][CH2:7]4)=[CH:10][CH:11]=3)=[CH:16][CH:17]=2)=[C:25]([NH:26][C:27]([O:29][C@@H:30]([C:32]2[CH:37]=[C:36]([F:38])[CH:35]=[CH:34][C:33]=2[F:39])[CH3:31])=[O:28])[CH:24]=1. (6) Given the reactants [N+:1]([C:4]1[CH:5]=[C:6]2[C:10](=[CH:11][CH:12]=1)[NH:9][N:8]=[C:7]2[C:13]([OH:15])=[O:14])([O-:3])=[O:2].O=S(Cl)Cl.Cl.[CH3:21]O, predict the reaction product. The product is: [CH3:21][O:14][C:13]([C:7]1[C:6]2[C:10](=[CH:11][CH:12]=[C:4]([N+:1]([O-:3])=[O:2])[CH:5]=2)[NH:9][N:8]=1)=[O:15]. (7) Given the reactants [CH3:1][C:2]1[CH:17]=[N:16][C:5]2[NH:6][C:7]3[CH2:8][CH2:9][N:10]4[CH:14]([C:15]=3[C:4]=2[CH:3]=1)[CH2:13][CH2:12][CH2:11]4.[OH-].[K+].[F:20][C:21]([F:31])([F:30])[C:22]1[CH:27]=[CH:26][C:25]([CH:28]=[CH2:29])=[CH:24][N:23]=1, predict the reaction product. The product is: [CH3:1][C:2]1[CH:17]=[N:16][C:5]2[N:6]([CH2:29][CH2:28][C:25]3[CH:24]=[N:23][C:22]([C:21]([F:31])([F:20])[F:30])=[CH:27][CH:26]=3)[C:7]3[CH2:8][CH2:9][N:10]4[CH:14]([C:15]=3[C:4]=2[CH:3]=1)[CH2:13][CH2:12][CH2:11]4.